Dataset: Peptide-MHC class II binding affinity with 134,281 pairs from IEDB. Task: Regression. Given a peptide amino acid sequence and an MHC pseudo amino acid sequence, predict their binding affinity value. This is MHC class II binding data. (1) The peptide sequence is LFGKKNLIPSSASPW. The MHC is DRB3_0202 with pseudo-sequence DRB3_0202. The binding affinity (normalized) is 0.594. (2) The peptide sequence is WDFGSVGGVFTSVGKAVH. The MHC is DRB1_1101 with pseudo-sequence DRB1_1101. The binding affinity (normalized) is 0.540. (3) The peptide sequence is YTDVFSLDPTFTIETT. The MHC is DRB4_0101 with pseudo-sequence DRB4_0103. The binding affinity (normalized) is 0.681. (4) The peptide sequence is PKYVKQNTLKLAT. The MHC is DRB1_1602 with pseudo-sequence DRB1_1602. The binding affinity (normalized) is 0.454. (5) The peptide sequence is RAKDPPAGTRKIMKV. The MHC is DRB3_0202 with pseudo-sequence DRB3_0202. The binding affinity (normalized) is 0.227. (6) The peptide sequence is PCKGDSVTIKLDGNL. The MHC is HLA-DPA10201-DPB11401 with pseudo-sequence HLA-DPA10201-DPB11401. The binding affinity (normalized) is 0.